From a dataset of Full USPTO retrosynthesis dataset with 1.9M reactions from patents (1976-2016). Predict the reactants needed to synthesize the given product. (1) Given the product [ClH:26].[CH2:40]([NH:14][C:12]([NH:11][C:15](=[NH:16])[N:18]1[CH2:19][C:20]2[C:25](=[CH:24][CH:23]=[CH:22][CH:21]=2)[CH2:17]1)=[NH:13])[CH2:33][CH2:38][CH2:37][CH2:36][CH2:35][CH2:34][CH2:39][CH2:31][CH3:32], predict the reactants needed to synthesize it. The reactants are: C([N:11]([C:15]#[N:16])[C:12]([NH2:14])=[NH:13])CCCCCCCCC.[CH2:17]1[C:25]2[C:20](=[CH:21][CH:22]=[CH:23][CH:24]=2)[CH2:19][NH:18]1.[ClH:26].C(O[CH2:31][CH3:32])(=O)C.[C:33]1([CH3:40])[C:34]([CH3:39])=[CH:35][CH:36]=[CH:37][CH:38]=1. (2) Given the product [O:16]=[C:14]1[C:13]2[C:12](=[CH:20][CH:19]=[CH:18][CH:17]=2)[C:11](=[O:21])[N:15]1[C:2]1[CH:9]=[CH:8][CH:7]=[C:6]([F:10])[C:3]=1[CH:4]=[O:5], predict the reactants needed to synthesize it. The reactants are: F[C:2]1[CH:9]=[CH:8][CH:7]=[C:6]([F:10])[C:3]=1[CH:4]=[O:5].[C:11]1(=[O:21])[NH:15][C:14](=[O:16])[C:13]2=[CH:17][CH:18]=[CH:19][CH:20]=[C:12]12.[K]. (3) Given the product [Cl:1][C:2]1[N:3]=[C:4]([N:21]2[CH2:22][CH2:23][CH2:24][CH:20]2[CH3:19])[C:5]2[CH2:10][CH2:9][CH:8]([C:11]3[CH:16]=[CH:15][C:14]([F:17])=[CH:13][CH:12]=3)[C:6]=2[N:7]=1, predict the reactants needed to synthesize it. The reactants are: [Cl:1][C:2]1[N:3]=[C:4](Cl)[C:5]2[CH2:10][CH2:9][CH:8]([C:11]3[CH:16]=[CH:15][C:14]([F:17])=[CH:13][CH:12]=3)[C:6]=2[N:7]=1.[CH3:19][CH:20]1[CH2:24][CH2:23][CH2:22][NH:21]1. (4) Given the product [NH:1]1[C:9]2[C:4](=[CH:5][CH:6]=[C:7]([C:10]([OH:12])=[O:11])[CH:8]=2)[CH:3]=[CH:2]1, predict the reactants needed to synthesize it. The reactants are: [NH:1]1[C:9]2[C:4](=[CH:5][CH:6]=[C:7]([C:10]([O:12]C)=[O:11])[CH:8]=2)[CH:3]=[CH:2]1.[Li+].[OH-].Cl.